Dataset: Experimentally validated miRNA-target interactions with 360,000+ pairs, plus equal number of negative samples. Task: Binary Classification. Given a miRNA mature sequence and a target amino acid sequence, predict their likelihood of interaction. (1) The miRNA is hsa-miR-762 with sequence GGGGCUGGGGCCGGGGCCGAGC. The protein sequence of the target gene is MRLPRRAALGLLPLLLLLPPAPEAAKKPTPCHRCRGLVDKFNQGMVDTAKKNFGGGNTAWEEKTLSKYESSEIRLLEILEGLCESSDFECNQMLEAQEEHLEAWWLQLKSEYPDLFEWFCVKTLKVCCSPGTYGPDCLACQGGSQRPCSGNGHCSGDGSRQGDGSCRCHMGYQGPLCTDCMDGYFSSLRNETHSICTACDESCKTCSGLTNRDCGECEVGWVLDEGACVDVDECAAEPPPCSAAQFCKNANGSYTCEECDSSCVGCTGEGPGNCKECISGYAREHGQCADVDECSLAEKT.... Result: 0 (no interaction). (2) The miRNA is hsa-miR-1269a with sequence CUGGACUGAGCCGUGCUACUGG. The protein sequence of the target gene is MRFREQFLGGSAAMPGATLQRACRLLVAVCALHLGVTLVYYLSGRDLSRLPQLVGVSSTLQGGTNGAAASKQPPGEQRPRGARPPPPLGVSPKPRPGLDSSPGAASGPGLKSNLSSLPVPTTTGLLSLPACPEESPLLVGPMLIDFNIAVDLELLAKKNPEIKTGGRYSPKDCVSPHKVAIIIPFRNRQEHLKYWLYYLHPILQRQQLDYGIYVINQAGDTMFNRAKLLNIGFQEALKDYDYNCFVFSDVDLIPMDDRNAYRCFSQPRHISVAMDKFGFSLPYVQYFGGVSALSKQQFLA.... Result: 0 (no interaction). (3) The miRNA is hsa-miR-3192-5p with sequence UCUGGGAGGUUGUAGCAGUGGAA. The protein sequence of the target gene is MENFSLLSISGPPISSSALSAFPDIMFSRATSLPDIAKTAVPTEASSPAQALPPQYQSIIVRQGIQNTALSPDCSLGDTQHGEKLRRNCTIYRPWFSPYSYFVCADKESQLEAYDFPEVQQDEGKWDNCLSEDMAENICSSSSSPENTCPREATKKSRHGLDSITSQDILMASRWHPAQQNGYKCVACCRMYPTLDFLKSHIKRGFREGFSCKVYYRKLKALWSKEQKARLGDRLSSGSCQAFNSPAEHLRQIGGEAYLCL. Result: 0 (no interaction). (4) The miRNA is hsa-miR-133a-3p with sequence UUUGGUCCCCUUCAACCAGCUG. The protein sequence of the target gene is MSSRGGKKKSTKTSRSAKAGVIFPVGRMLRYIKKGHPKYRIGVGAPVYMAAVLEYLTAEILELAGNAARDNKKGRVTPRHILLAVANDEELNQLLKGVTIASGGVLPNIHPELLAKKRGSKGKLEAIITPPPAKKAKSPSQKKPVSKKAGGKKGARKSKKKQGEVSKAASADSTTEGTPADGFTVLSTKSLFLGQKLNLIHSEISNLAGFEVEAIINPTNADIDLKDDLGNTLEKKGGKEFVEAVLELRKKNGPLEVAGAAVSAGHGLPAKFVIHCNSPVWGADKCEELLEKTVKNCLAL.... Result: 0 (no interaction). (5) The miRNA is hsa-miR-21-5p with sequence UAGCUUAUCAGACUGAUGUUGA. The protein sequence of the target gene is MVFSVRQCGHVGRTEEVLLTFKIFLVIICLHVVLVTSLEEDTDNSSLSPPPAKLSVVSFAPSSNGTPEVETTSLNDVTLSLLPSNETEKTKITIVKTFNASGVKPQRNICNLSSICNDSAFFRGEIMFQYDKESTVPQNQHITNGTLTGVLSLSELKRSELNKTLQTLSETYFIMCATAEAQSTLNCTFTIKLNNTMNACAVIAALERVKIRPMEHCCCSVRIPCPSSPEELEKLQCDLQDPIVCLADHPRGPPFSSSQSIPVVPRATVLSQVPKATSFAEPPDYSPVTHNVPSPIGEIQ.... Result: 1 (interaction). (6) The miRNA is hsa-miR-122-3p with sequence AACGCCAUUAUCACACUAAAUA. The protein sequence of the target gene is MANRTVKDAHSIHGTNPQYLVEKIIRTRIYESKYWKEECFGLTAELVVDKAMELRFVGGVYGGNIKPTPFLCLTLKMLQIQPEKDIIVEFIKNEDFKYVRMLGALYMRLTGTAIDCYKYLEPLYNDYRKIKSQNRNGEFELMHVDEFIDELLHSERVCDIILPRLQKRYVLEEAEQLEPRVSALEEDMDDVESSEEEEEEDEKLERVPSPDHRRRSYRDLDKPRRSPTLRYRRSRSRSPRRRSRSPKRRSPSPRRERHRSKSPRRHRSRSRDRRHRSRSKSPGHHRSHRHRSHSKSPERS.... Result: 1 (interaction). (7) The miRNA is hsa-miR-93-5p with sequence CAAAGUGCUGUUCGUGCAGGUAG. The protein sequence of the target gene is MFSFVDLRLLLLLGATALLTHGQEDIPEVSCIHNGLRVPNGETWKPEVCLICICHNGTAVCDDVQCNEELDCPNPQRREGECCAFCPEEYVSPNSEDVGVEGPKGDPGPQGPRGPVGPPGRDGIPGQPGLPGPPGPPGPPGPPGLGGNFASQMSYGYDEKSAGVSVPGPMGPSGPRGLPGPPGAPGPQGFQGPPGEPGEPGGSGPMGPRGPPGPPGKNGDDGEAGKPGRPGERGPPGPQGARGLPGTAGLPGMKGHRGFSGLDGAKGDAGPAGPKGEPGSPGENGAPGQMGPRGLPGERG.... Result: 0 (no interaction). (8) The miRNA is hsa-miR-4649-5p with sequence UGGGCGAGGGGUGGGCUCUCAGAG. The protein sequence of the target gene is MLLFVLTCLLAVFPAISTKSPIFGPEEVNSVEGNSVSITCYYPPTSVNRHTRKYWCRQGARGGCITLISSEGYVSSKYAGRANLTNFPENGTFVVNIAQLSQDDSGRYKCGLGINSRGLSFDVSLEVSQGPGLLNDTKVYTVDLGRTVTINCPFKTENAQKRKSLYKQIGLYPVLVIDSSGYVNPNYTGRIRLDIQGTGQLLFSVVINQLRLSDAGQYLCQAGDDSNSNKKNADLQVLKPEPELVYEDLRGSVTFHCALGPEVANVAKFLCRQSSGENCDVVVNTLGKRAPAFEGRILLN.... Result: 1 (interaction). (9) The miRNA is cel-miR-269 with sequence GGCAAGACUCUGGCAAAACU. The protein sequence of the target gene is MAVSLDDDVPLILTLDEAESAPLPPSNSLGQEQLPSKNGGSHSIHNSQVPSLVSGADSPPSSPTGHNWEMNYQEAAIYLQEGQNNDKFFTHPKDARALAAYLFVHNHFFYMMELLTALLLLLLSLCESPAVPVLKLHTYVHATLELFALMVVVFELCMKLRWLGFHTFVRHKRTMVKTSVLVVQFIEAIVVLVRQTSHVRVTRALRCIFLVDCRYCGGVRRNLRQIFQSLPPFMDILLLLLFFMIIFAILGFYLFSTNPSDPYFSTLENSIVNLFVLLTTANFPDVMMPSYSRNPWSCVF.... Result: 0 (no interaction). (10) The miRNA is hsa-miR-944 with sequence AAAUUAUUGUACAUCGGAUGAG. The protein sequence of the target gene is MAGGAGWSGAPAALLRSVRRLREVFEVCGRDPDGFLRVERVAALGLRFGQGEEVEKLVKYLDPNDLGRINFKDFCRGVFAMKGCEELLKDVLSVESAGTLPCAPEIPDCVEQGSEVTGPTFADGELIPREPGFFPEDEEEAMTLAPPEGPQELYTDSPMESTQSLEGSVGSPAEKDGGLGGLFLPEDKSLVHTPSMTTSDLSTHSTTSLISNEEQFEDYGEGDDVDCAPSSPCPDDETRTNVYSDLGSSVSSSAGQTPRKMRHVYNSELLDVYCSQCCKKINLLNDLEARLKNLKANSPN.... Result: 0 (no interaction).